Dataset: Forward reaction prediction with 1.9M reactions from USPTO patents (1976-2016). Task: Predict the product of the given reaction. (1) The product is: [N:16]([C:10]1[CH:9]=[CH:8][C:7]2[NH:6][C:5]3[C:13]([C:12]=2[CH:11]=1)=[CH:14][C:2]([Br:1])=[CH:3][CH:4]=3)=[N+:17]=[N-:18]. Given the reactants [Br:1][C:2]1[CH:3]=[CH:4][C:5]2[NH:6][C:7]3[C:12]([C:13]=2[CH:14]=1)=[CH:11][C:10](Br)=[CH:9][CH:8]=3.[N-:16]=[N+:17]=[N-:18].[Na+].N1CCC[C@H]1C(O)=O.[OH-].[Na+], predict the reaction product. (2) The product is: [CH2:1]([N:3]([CH:28]1[CH2:29][CH2:30][O:31][CH2:32][CH2:33]1)[C:4]1[C:9]2[CH2:10][CH2:11][CH2:12][CH2:13][CH2:14][CH2:15][C:16]3[CH:25]=[C:24]([CH3:26])[CH2:23][C:22](=[O:27])[C:17]=3[CH2:18][NH:19][C:20](=[O:21])[C:8]=2[CH:7]=[N:6][CH:5]=1)[CH3:2]. Given the reactants [CH2:1]([N:3]([CH:28]1[CH2:33][CH2:32][O:31][CH2:30][CH2:29]1)[C:4]1[C:9]2[CH2:10][CH:11]=[CH:12][CH2:13][CH2:14][CH2:15][C:16]3[CH:25]=[C:24]([CH3:26])[CH2:23][C:22](=[O:27])[C:17]=3[CH2:18][NH:19][C:20](=[O:21])[C:8]=2[CH:7]=[N:6][CH:5]=1)[CH3:2], predict the reaction product. (3) Given the reactants [C:1]([C:3]1([O:9][CH3:10])[CH2:8][CH2:7][O:6][CH2:5][CH2:4]1)#[N:2].[H-].[Al+3].[Li+].[H-].[H-].[H-].O.O.O.O.O.O.O.O.O.O.S([O-])([O-])(=O)=O.[Na+].[Na+], predict the reaction product. The product is: [CH3:10][O:9][C:3]1([CH2:1][NH2:2])[CH2:8][CH2:7][O:6][CH2:5][CH2:4]1. (4) Given the reactants Cl.[C:2]([C:6]1[CH:19]=[CH:18][CH:17]=[CH:16][C:7]=1[O:8][CH2:9][CH:10]1[CH2:15][CH2:14][NH:13][CH2:12][CH2:11]1)([CH3:5])([CH3:4])[CH3:3].C(N(CC)CC)C.[CH3:27][C:28]1([CH3:35])[CH2:32][C:31](=[O:33])[O:30][C:29]1=[O:34], predict the reaction product. The product is: [C:2]([C:6]1[CH:19]=[CH:18][CH:17]=[CH:16][C:7]=1[O:8][CH2:9][CH:10]1[CH2:15][CH2:14][N:13]([C:31](=[O:33])[CH2:32][C:28]([CH3:35])([CH3:27])[C:29]([OH:34])=[O:30])[CH2:12][CH2:11]1)([CH3:5])([CH3:3])[CH3:4].